This data is from Full USPTO retrosynthesis dataset with 1.9M reactions from patents (1976-2016). The task is: Predict the reactants needed to synthesize the given product. (1) Given the product [Br:1][C:2]1[CH:10]=[CH:9][CH:8]=[C:7]([Si:11]([CH3:14])([CH3:13])[CH3:12])[C:3]=1[C:4]([NH:22][C:21]1[CH:23]=[CH:24][CH:25]=[CH:26][C:20]=1[CH3:19])=[O:6], predict the reactants needed to synthesize it. The reactants are: [Br:1][C:2]1[CH:10]=[CH:9][CH:8]=[C:7]([Si:11]([CH3:14])([CH3:13])[CH3:12])[C:3]=1[C:4]([OH:6])=O.S(Cl)(Cl)=O.[CH3:19][C:20]1[CH:26]=[CH:25][CH:24]=[CH:23][C:21]=1[NH2:22].C(N(CC)CC)C. (2) Given the product [CH2:14]([N:4]([CH2:2][CH3:3])[CH2:5][CH2:6][O:7][C:8]1[CH:13]=[CH:12][C:11]([Mg:16][Br:1])=[CH:10][CH:9]=1)[CH3:15], predict the reactants needed to synthesize it. The reactants are: [Br-:1].[CH2:2]([N:4]([CH2:14][CH3:15])[CH2:5][CH2:6][O:7][C:8]1[CH:13]=[CH:12][CH:11]=[CH:10][CH:9]=1)[CH3:3].[Mg:16]. (3) Given the product [CH:1]1([NH:6][C:7]2[CH:8]=[CH:9][C:10]([C@H:13]3[C@@H:18]([C:19]([NH:39][C:38]4[CH:37]=[CH:36][C:35]([CH3:34])=[C:41]([C:42]([F:43])([F:44])[F:45])[CH:40]=4)=[O:20])[CH2:17][CH2:16][CH2:15][N:14]3[C:24](=[O:33])[C:25]3[C:30]([CH3:31])=[CH:29][CH:28]=[CH:27][C:26]=3[F:32])=[CH:11][CH:12]=2)[CH2:5][CH2:4][CH2:3][CH2:2]1, predict the reactants needed to synthesize it. The reactants are: [CH:1]1([NH:6][C:7]2[CH:12]=[CH:11][C:10]([C@H:13]3[C@@H:18]([C:19](OCC)=[O:20])[CH2:17][CH2:16][CH2:15][N:14]3[C:24](=[O:33])[C:25]3[C:30]([CH3:31])=[CH:29][CH:28]=[CH:27][C:26]=3[F:32])=[CH:9][CH:8]=2)[CH2:5][CH2:4][CH2:3][CH2:2]1.[CH3:34][C:35]1[C:41]([C:42]([F:45])([F:44])[F:43])=[CH:40][C:38]([NH2:39])=[CH:37][CH:36]=1.C[Al](C)C.O.O.O.O.C(C(C(C([O-])=O)O)O)([O-])=O.[K+].[Na+]. (4) Given the product [CH2:16]([O:18][C:19]1[CH:20]=[C:21]([CH:22]2[C:7]([C:1]3[CH:6]=[CH:5][CH:4]=[CH:3][CH:2]=3)=[C:8]([C:10]3[CH:15]=[CH:14][N:13]=[CH:12][CH:11]=3)[NH:34][C:32](=[O:33])[NH:31]2)[CH:24]=[C:25]([N+:28]([O-:30])=[O:29])[C:26]=1[OH:27])[CH3:17], predict the reactants needed to synthesize it. The reactants are: [C:1]1([CH2:7][C:8]([C:10]2[CH:15]=[CH:14][N:13]=[CH:12][CH:11]=2)=O)[CH:6]=[CH:5][CH:4]=[CH:3][CH:2]=1.[CH2:16]([O:18][C:19]1[CH:20]=[C:21]([CH:24]=[C:25]([N+:28]([O-:30])=[O:29])[C:26]=1[OH:27])[CH:22]=O)[CH3:17].[NH2:31][C:32]([NH2:34])=[O:33].Cl. (5) Given the product [Br:17][C:12]1[N:13]=[C:9]2[CH:8]=[CH:7][CH:6]=[C:5]([N:4]([CH2:1][CH2:2][CH3:3])[CH2:14][CH2:15][CH3:16])[N:10]2[CH:11]=1, predict the reactants needed to synthesize it. The reactants are: [CH2:1]([N:4]([CH2:14][CH2:15][CH3:16])[C:5]1[N:10]2[CH:11]=[CH:12][N:13]=[C:9]2[CH:8]=[CH:7][CH:6]=1)[CH2:2][CH3:3].[Br:17]NC(=O)CCC(N)=O. (6) Given the product [C:59]([O:63][C:64]([N:66]1[CH:71]([C:72]([O:74][CH2:39][C:38]([C:29]2[CH:28]=[CH:27][C:26]3[C:22]4[CH:21]=[CH:20][C:19]([C:17](=[O:18])[CH2:16][O:15][C:13]([CH:9]5[CH2:10][CH2:11][CH2:12][N:8]5[C:6]([O:5][C:1]([CH3:4])([CH3:3])[CH3:2])=[O:7])=[O:14])=[CH:32][C:23]=4[S:24][C:25]=3[CH:30]=2)=[O:40])=[O:73])[CH:70]2[CH2:75][CH:67]1[CH2:68][CH2:69]2)=[O:65])([CH3:62])([CH3:60])[CH3:61], predict the reactants needed to synthesize it. The reactants are: [C:1]([O:5][C:6]([N:8]1[CH2:12][CH2:11][CH2:10][CH:9]1[C:13]([O:15][CH2:16][C:17]([C:19]1[CH:20]=[CH:21][C:22]2[C:26]3[CH:27]=[CH:28][C:29](Br)=[CH:30][C:25]=3[S:24][C:23]=2[CH:32]=1)=[O:18])=[O:14])=[O:7])([CH3:4])([CH3:3])[CH3:2].C([Sn](CCCC)(CCCC)[C:38]([O:40]CC)=[CH2:39])CCC.C1C(=O)N(Br)C(=O)C1.[C:59]([O:63][C:64]([N:66]1[CH:71]([C:72]([OH:74])=[O:73])[CH:70]2[CH2:75][CH:67]1[CH2:68][CH2:69]2)=[O:65])([CH3:62])([CH3:61])[CH3:60].